The task is: Predict the reactants needed to synthesize the given product.. This data is from Full USPTO retrosynthesis dataset with 1.9M reactions from patents (1976-2016). (1) The reactants are: [CH3:1][O:2][CH2:3][CH2:4][NH2:5].Cl[C:7]1[N:12]=[C:11]([Cl:13])[N:10]=[C:9]2[N:14]([CH3:17])[N:15]=[CH:16][C:8]=12. Given the product [Cl:13][C:11]1[N:10]=[C:9]2[N:14]([CH3:17])[N:15]=[CH:16][C:8]2=[C:7]([NH:5][CH2:4][CH2:3][O:2][CH3:1])[N:12]=1, predict the reactants needed to synthesize it. (2) Given the product [O:11]1[C:10]2[C:5](=[N:6][CH:7]=[CH:8][CH:9]=2)[CH2:4][CH2:3][CH2:2]1, predict the reactants needed to synthesize it. The reactants are: O[CH2:2][CH2:3][CH2:4][C:5]1[C:10]([OH:11])=[CH:9][CH:8]=[CH:7][N:6]=1.